From a dataset of Forward reaction prediction with 1.9M reactions from USPTO patents (1976-2016). Predict the product of the given reaction. Given the reactants [NH2:1][CH2:2][CH2:3][O:4][C:5]1([C:20]#N)[CH2:10][CH2:9][N:8]([C:11]2[N:16]=[C:15]([O:17][CH3:18])[CH:14]=[C:13]([CH3:19])[N:12]=2)[CH2:7][CH2:6]1.[OH-:22].[K+].Cl.[OH2:25], predict the reaction product. The product is: [NH2:1][CH2:2][CH2:3][O:4][C:5]1([C:20]([OH:25])=[O:22])[CH2:6][CH2:7][N:8]([C:11]2[N:16]=[C:15]([O:17][CH3:18])[CH:14]=[C:13]([CH3:19])[N:12]=2)[CH2:9][CH2:10]1.